Predict the reactants needed to synthesize the given product. From a dataset of Full USPTO retrosynthesis dataset with 1.9M reactions from patents (1976-2016). (1) Given the product [F:6][C:7]1[N:8]=[CH:9][C:10]([O:13][CH3:14])=[CH:11][C:12]=1[C:15]([OH:17])=[O:16], predict the reactants needed to synthesize it. The reactants are: [Li]CCCC.[F:6][C:7]1[CH:12]=[CH:11][C:10]([O:13][CH3:14])=[CH:9][N:8]=1.[C:15](=[O:17])=[O:16].O. (2) Given the product [CH3:19][C:20]([CH3:26])([CH3:25])[CH2:21][C:22]([NH:1][N:2]1[N:11]=[C:10]([N:12]2[CH2:17][CH2:16][O:15][CH2:14][CH2:13]2)[C:9]2[C:4](=[CH:5][CH:6]=[CH:7][CH:8]=2)[C:3]1=[O:18])=[O:23], predict the reactants needed to synthesize it. The reactants are: [NH2:1][N:2]1[N:11]=[C:10]([N:12]2[CH2:17][CH2:16][O:15][CH2:14][CH2:13]2)[C:9]2[C:4](=[CH:5][CH:6]=[CH:7][CH:8]=2)[C:3]1=[O:18].[CH3:19][C:20]([CH3:26])([CH3:25])[CH2:21][C:22](O)=[O:23]. (3) Given the product [CH2:1]([C@:4]1([CH3:30])[CH2:9][C@H:8]([C:10]2[CH:15]=[CH:14][CH:13]=[C:12]([Cl:16])[CH:11]=2)[C@@H:7]([C:17]2[CH:22]=[CH:21][C:20]([Cl:23])=[CH:19][CH:18]=2)[N:6]([C@@H:24]([CH2:27][CH3:28])[CH2:25][NH:40][CH2:39][C:36]2[CH:37]=[CH:38][C:33]([O:32][CH3:31])=[CH:34][CH:35]=2)[C:5]1=[O:29])[CH:2]=[CH2:3], predict the reactants needed to synthesize it. The reactants are: [CH2:1]([C@:4]1([CH3:30])[CH2:9][C@H:8]([C:10]2[CH:15]=[CH:14][CH:13]=[C:12]([Cl:16])[CH:11]=2)[C@@H:7]([C:17]2[CH:22]=[CH:21][C:20]([Cl:23])=[CH:19][CH:18]=2)[N:6]([C@@H:24]([CH2:27][CH3:28])[CH:25]=O)[C:5]1=[O:29])[CH:2]=[CH2:3].[CH3:31][O:32][C:33]1[CH:38]=[CH:37][C:36]([CH2:39][NH2:40])=[CH:35][CH:34]=1.C(O[BH-](OC(=O)C)OC(=O)C)(=O)C.[Na+]. (4) Given the product [CH:42]1([N:25]2[CH2:24][CH2:23][N:22]([C:19]3[CH:18]=[CH:17][C:16]([NH:15]/[CH:14]=[C:5]4\[C:6](=[O:13])[NH:7][C:8](=[O:12])[C:9]5[C:4]\4=[CH:3][C:2]([I:1])=[CH:11][CH:10]=5)=[CH:21][CH:20]=3)[CH2:27][CH2:26]2)[CH2:45][CH2:44][CH2:43]1, predict the reactants needed to synthesize it. The reactants are: [I:1][C:2]1[CH:3]=[C:4]2[C:9](=[CH:10][CH:11]=1)[C:8](=[O:12])[NH:7][C:6](=[O:13])/[C:5]/2=[CH:14]\[NH:15][C:16]1[CH:21]=[CH:20][C:19]([N:22]2[CH2:27][CH2:26][NH:25][CH2:24][CH2:23]2)=[CH:18][CH:17]=1.C(O[BH-](OC(=O)C)OC(=O)C)(=O)C.[Na+].[C:42]1(=O)[CH2:45][CH2:44][CH2:43]1.C(O)(=O)C.C(=O)(O)[O-].[Na+].